This data is from Reaction yield outcomes from USPTO patents with 853,638 reactions. The task is: Predict the reaction yield, written as a fraction of the theoretical maximum amount of product (1.0 means a 100% yield; for example, 0.34 means a 34% yield). (1) The reactants are [Br:1][C:2]1[CH:18]=[CH:17][C:5]([C:6]([C@@H:8]2[CH2:13][CH2:12][CH2:11][CH2:10][C@H:9]2[C:14]([OH:16])=[O:15])=[O:7])=[CH:4][CH:3]=1.[CH3:19][Si:20]([CH3:25])([CH3:24])[CH2:21][CH2:22]O.CCN=C=NCCCN(C)C.O. The catalyst is C(Cl)Cl. The product is [Br:1][C:2]1[CH:3]=[CH:4][C:5]([C:6]([C@@H:8]2[CH2:13][CH2:12][CH2:11][CH2:10][C@H:9]2[C:14]([O:16][CH2:22][CH2:21][Si:20]([CH3:25])([CH3:24])[CH3:19])=[O:15])=[O:7])=[CH:17][CH:18]=1. The yield is 0.370. (2) The reactants are Cl[C:2]1[CH:7]=[C:6]([O:8][C:9]2[CH:10]=[CH:11][C:12]([NH:16][C:17](=[O:19])[CH3:18])=[N:13][C:14]=2[CH3:15])[CH:5]=[CH:4][N:3]=1.[CH3:20][CH2:21]OC(C)=O. The catalyst is CN(C=O)C.[Cu]I. The product is [C:20]([C:2]1[CH:7]=[C:6]([O:8][C:9]2[CH:10]=[CH:11][C:12]([NH:16][C:17](=[O:19])[CH3:18])=[N:13][C:14]=2[CH3:15])[CH:5]=[CH:4][N:3]=1)#[CH:21]. The yield is 0.300. (3) The reactants are Cl[C:2]1[N:7]=[C:6]([NH2:8])[CH:5]=[CH:4][N:3]=1.[CH3:9][O:10][C:11]1([CH3:17])[CH2:16][CH2:15][NH:14][CH2:13][CH2:12]1. No catalyst specified. The product is [CH3:9][O:10][C:11]1([CH3:17])[CH2:16][CH2:15][N:14]([C:2]2[N:7]=[C:6]([NH2:8])[CH:5]=[CH:4][N:3]=2)[CH2:13][CH2:12]1. The yield is 0.170.